This data is from Forward reaction prediction with 1.9M reactions from USPTO patents (1976-2016). The task is: Predict the product of the given reaction. (1) Given the reactants [OH:1]O.[Cl:3][C:4]1[CH:5]=[C:6]([C:10]2[C:15]([O:16][CH3:17])=[CH:14][CH:13]=[C:12]([S:18][C:19]3[CH:24]=[CH:23][C:22]([NH:25][C:26]([NH:28][CH2:29][CH3:30])=[O:27])=[CH:21][CH:20]=3)[CH:11]=2)[CH:7]=[CH:8][CH:9]=1, predict the reaction product. The product is: [Cl:3][C:4]1[CH:5]=[C:6]([C:10]2[C:15]([O:16][CH3:17])=[CH:14][CH:13]=[C:12]([S:18]([C:19]3[CH:24]=[CH:23][C:22]([NH:25][C:26]([NH:28][CH2:29][CH3:30])=[O:27])=[CH:21][CH:20]=3)=[O:1])[CH:11]=2)[CH:7]=[CH:8][CH:9]=1. (2) Given the reactants [N:1]1[CH:6]=[CH:5][CH:4]=[N:3][C:2]=1[NH:7][CH2:8][CH2:9][CH2:10][O:11][C:12]1[CH:13]=[CH:14][C:15]2[CH2:21][CH:20]([CH2:22][C:23]([O:25][CH2:26][CH3:27])=[O:24])[C:19]3[CH:28]=[CH:29][CH:30]=[CH:31][C:18]=3[CH2:17][C:16]=2[CH:32]=1.Cl.O1CCOCC1, predict the reaction product. The product is: [N:1]1[CH2:6][CH2:5][CH2:4][NH:3][C:2]=1[NH:7][CH2:8][CH2:9][CH2:10][O:11][C:12]1[CH:13]=[CH:14][C:15]2[CH2:21][CH:20]([CH2:22][C:23]([O:25][CH2:26][CH3:27])=[O:24])[C:19]3[CH:28]=[CH:29][CH:30]=[CH:31][C:18]=3[CH2:17][C:16]=2[CH:32]=1. (3) Given the reactants [CH3:1][C:2]1[CH:7]=[CH:6][CH:5]=[C:4]([CH3:8])[C:3]=1[CH:9]1[CH2:14][CH2:13][NH:12][CH2:11][CH2:10]1.C=O.[CH3:17][C:18](O)=O.[Cl:21][C:22]1[CH:27]=[CH:26][C:25]([C:28]2[NH:29][C:30]3[C:35](C=2)=[CH:34][CH:33]=[CH:32][CH:31]=3)=[CH:24][CH:23]=1, predict the reaction product. The product is: [Cl:21][C:22]1[CH:27]=[CH:26][C:25]([C:28]2[NH:29][C:30]3[C:35]([C:18]=2[CH2:17][N:12]2[CH2:13][CH2:14][CH:9]([C:3]4[C:4]([CH3:8])=[CH:5][CH:6]=[CH:7][C:2]=4[CH3:1])[CH2:10][CH2:11]2)=[CH:34][CH:33]=[CH:32][CH:31]=3)=[CH:24][CH:23]=1. (4) Given the reactants [ClH:1].[CH2:2]([C:10]1[N:11]=[C:12]([NH2:15])[NH:13][CH:14]=1)[CH2:3][CH2:4][CH2:5][CH2:6][CH2:7][C:8]#[CH:9].[N:16]([CH2:19][C:20]([CH3:28])=[CH:21][C:22]1[CH:27]=[CH:26][CH:25]=[CH:24][CH:23]=1)=[N+:17]=[N-:18], predict the reaction product. The product is: [ClH:1].[CH3:28][C:20](=[CH:21][C:22]1[CH:27]=[CH:26][CH:25]=[CH:24][CH:23]=1)[CH2:19][N:16]1[CH:9]=[C:8]([CH2:7][CH2:6][CH2:5][CH2:4][CH2:3][CH2:2][C:10]2[N:11]=[C:12]([NH2:15])[NH:13][CH:14]=2)[N:18]=[N:17]1. (5) Given the reactants [C:1]([O:5][C:6](=[O:22])[NH:7][CH:8]1[CH2:13][CH2:12][N:11]([C:14]2[CH:19]=[C:18]([CH3:20])[CH:17]=[CH:16][C:15]=2[NH2:21])[CH2:10][CH2:9]1)([CH3:4])([CH3:3])[CH3:2].[C:23](Cl)([CH3:25])=[O:24].CCN(CC)CC, predict the reaction product. The product is: [C:1]([O:5][C:6](=[O:22])[NH:7][CH:8]1[CH2:9][CH2:10][N:11]([C:14]2[CH:19]=[C:18]([CH3:20])[CH:17]=[CH:16][C:15]=2[NH:21][C:23](=[O:24])[CH3:25])[CH2:12][CH2:13]1)([CH3:4])([CH3:2])[CH3:3]. (6) Given the reactants C([CH:4]1[CH:30]=[C:29]([CH3:31])[CH2:28][CH:27]([CH3:32])[CH2:26][CH:25]([O:33][CH3:34])[CH:24]2[O:35][C:20]([OH:39])([CH:21]([CH3:38])[CH2:22][CH:23]2[O:36][CH3:37])[C:19](=[O:40])[C:18](=[O:41])[N:17]2[CH:12]([CH2:13][CH2:14][CH2:15][CH2:16]2)[C:11](=[O:42])[O:10][CH:9](C(C)=CC2CCC(O[Si](C(C)(C)C)(C)C)C(OC)C2)[CH:8]([CH3:62])[CH:7](O)[CH2:6][C:5]1=[O:64])C=C.C(OC(=O)C)(=O)C, predict the reaction product. The product is: [OH:39][C:20]12[O:35][CH:24]([CH:23]([O:36][CH3:37])[CH2:22][CH:21]1[CH3:38])[CH:25]([O:33][CH3:34])[CH2:26][CH:27]([CH3:32])[CH2:28][C:29]([CH3:31])=[CH:30][CH2:4][C:5](=[O:64])[CH2:6][CH2:7][CH:8]([CH3:62])[CH2:9][O:10][C:11](=[O:42])[CH:12]1[N:17]([CH2:16][CH2:15][CH2:14][CH2:13]1)[C:18](=[O:41])[C:19]2=[O:40]. (7) Given the reactants [NH2:1][C:2]1[S:3][C:4]([C:17]2[CH:22]=[CH:21][CH:20]=[C:19]([F:23])[CH:18]=2)=[C:5]([C:7]([N:9]2[C@H:14]([CH2:15][NH2:16])[CH2:13][C@H:12]3[C@@H:10]2[CH2:11]3)=[O:8])[N:6]=1.[N:24]1[C:33]2[C:28](=[CH:29][CH:30]=[CH:31][C:32]=2[C:34](O)=[O:35])[CH:27]=[CH:26][CH:25]=1, predict the reaction product. The product is: [NH2:1][C:2]1[S:3][C:4]([C:17]2[CH:22]=[CH:21][CH:20]=[C:19]([F:23])[CH:18]=2)=[C:5]([C:7]([N:9]2[C@H:14]([CH2:15][NH:16][C:34]([C:32]3[CH:31]=[CH:30][CH:29]=[C:28]4[C:33]=3[N:24]=[CH:25][CH:26]=[CH:27]4)=[O:35])[CH2:13][C@H:12]3[C@@H:10]2[CH2:11]3)=[O:8])[N:6]=1. (8) The product is: [OH:2][C:3]1[CH:8]=[CH:7][C:6]([C:9]2[CH:14]=[CH:13][C:12]([C:15](=[O:17])[CH3:16])=[CH:11][CH:10]=2)=[C:5]([CH3:18])[CH:4]=1. Given the reactants C[O:2][C:3]1[CH:8]=[CH:7][C:6]([C:9]2[CH:14]=[CH:13][C:12]([C:15](=[O:17])[CH3:16])=[CH:11][CH:10]=2)=[C:5]([CH3:18])[CH:4]=1.B(Br)(Br)Br.CO.CC#N, predict the reaction product. (9) Given the reactants [C:1]([N:4]1[C:12]2[C:7](=[CH:8][C:9]([NH2:13])=[CH:10][CH:11]=2)[CH:6]=[CH:5]1)(=[O:3])[CH3:2].C(N1C2C(=CC([N+]([O-])=O)=CC=2)C=C1)(=O)C, predict the reaction product. The product is: [NH2:13][C:9]1[CH:8]=[C:7]2[C:12](=[CH:11][CH:10]=1)[N:4]([C:1](=[O:3])[CH3:2])[CH2:5][CH2:6]2.